From a dataset of Catalyst prediction with 721,799 reactions and 888 catalyst types from USPTO. Predict which catalyst facilitates the given reaction. (1) Reactant: [CH3:1][O:2][C:3]1[CH:8]=[CH:7][C:6]([C@@H:9]2[NH:13][CH:12]([C:14]([OH:16])=[O:15])[CH2:11][S:10]2)=[CH:5][CH:4]=1.CCN(C(C)C)C(C)C.Cl[C:27]([O:29][CH2:30][C:31]1[CH:36]=[CH:35][CH:34]=[CH:33][CH:32]=1)=[O:28]. Product: [CH2:30]([O:29][C:27]([N:13]1[CH:12]([C:14]([OH:16])=[O:15])[CH2:11][S:10][C@@H:9]1[C:6]1[CH:5]=[CH:4][C:3]([O:2][CH3:1])=[CH:8][CH:7]=1)=[O:28])[C:31]1[CH:36]=[CH:35][CH:34]=[CH:33][CH:32]=1. The catalyst class is: 3. (2) Reactant: [CH3:1][S:2]([O:5][C:6]1[CH:11]=[CH:10][C:9]([CH2:12][CH2:13]CS([O-])(=O)=O)=[CH:8][CH:7]=1)(=[O:4])=[O:3].[CH2:19]([O:21][C@@H:22]([CH2:28][C:29]1[CH:34]=[CH:33][C:32]([OH:35])=[CH:31][CH:30]=1)[C:23]([O:25]CC)=[O:24])[CH3:20].C([O-])([O-])=O.[Na+].[Na+].CC(C)=O. Product: [CH2:19]([O:21][C@@H:22]([CH2:28][C:29]1[CH:30]=[CH:31][C:32]([O:35][CH2:13][CH2:12][C:9]2[CH:8]=[CH:7][C:6]([O:5][S:2]([CH3:1])(=[O:3])=[O:4])=[CH:11][CH:10]=2)=[CH:33][CH:34]=1)[C:23]([OH:25])=[O:24])[CH3:20]. The catalyst class is: 6. (3) Reactant: [CH2:1]([SH:8])[C:2]1[CH:7]=[CH:6][CH:5]=[CH:4][CH:3]=1.FC(F)(F)C1C=C(NC(N[C@@H]2CCCC[C@H]2N(C)C)=S)C=C(C(F)(F)F)C=1.[Cl:36][C:37]1[CH:38]=[C:39](/[C:44](/[C:62]([F:65])([F:64])[F:63])=[CH:45]\[C:46]([C:48]2[CH:60]=[CH:59][C:51]([C:52]([O:54][C:55]([CH3:58])([CH3:57])[CH3:56])=[O:53])=[C:50]([CH3:61])[CH:49]=2)=[O:47])[CH:40]=[C:41]([Cl:43])[CH:42]=1. Product: [CH2:1]([S:8][C:44]([C:39]1[CH:40]=[C:41]([Cl:43])[CH:42]=[C:37]([Cl:36])[CH:38]=1)([C:62]([F:63])([F:64])[F:65])[CH2:45][C:46]([C:48]1[CH:60]=[CH:59][C:51]([C:52]([O:54][C:55]([CH3:57])([CH3:58])[CH3:56])=[O:53])=[C:50]([CH3:61])[CH:49]=1)=[O:47])[C:2]1[CH:7]=[CH:6][CH:5]=[CH:4][CH:3]=1. The catalyst class is: 11. (4) Reactant: [NH2:1][C:2]1[C:3]([F:23])=[CH:4][C:5]([CH3:22])=[C:6]([C:8]2[C:9](=[O:21])[N:10]([CH2:19][CH3:20])[C:11]3[C:16]([CH:17]=2)=[CH:15][N:14]=[C:13]([Cl:18])[CH:12]=3)[CH:7]=1.C([O-])(O)=O.[Na+].Cl[C:30]([O:32][C:33]([CH3:35])=[CH2:34])=[O:31]. Product: [Cl:18][C:13]1[CH:12]=[C:11]2[C:16]([CH:17]=[C:8]([C:6]3[C:5]([CH3:22])=[CH:4][C:3]([F:23])=[C:2]([NH:1][C:30](=[O:31])[O:32][C:33]([CH3:35])=[CH2:34])[CH:7]=3)[C:9](=[O:21])[N:10]2[CH2:19][CH3:20])=[CH:15][N:14]=1. The catalyst class is: 25.